This data is from NCI-60 drug combinations with 297,098 pairs across 59 cell lines. The task is: Regression. Given two drug SMILES strings and cell line genomic features, predict the synergy score measuring deviation from expected non-interaction effect. (1) Drug 1: CN(C)N=NC1=C(NC=N1)C(=O)N. Drug 2: B(C(CC(C)C)NC(=O)C(CC1=CC=CC=C1)NC(=O)C2=NC=CN=C2)(O)O. Cell line: BT-549. Synergy scores: CSS=-6.83, Synergy_ZIP=4.27, Synergy_Bliss=-5.83, Synergy_Loewe=-15.0, Synergy_HSA=-7.32. (2) Cell line: SF-295. Drug 2: CCC1(C2=C(COC1=O)C(=O)N3CC4=CC5=C(C=CC(=C5CN(C)C)O)N=C4C3=C2)O.Cl. Drug 1: CC(C1=C(C=CC(=C1Cl)F)Cl)OC2=C(N=CC(=C2)C3=CN(N=C3)C4CCNCC4)N. Synergy scores: CSS=26.9, Synergy_ZIP=-12.4, Synergy_Bliss=-6.73, Synergy_Loewe=-19.4, Synergy_HSA=-4.69.